This data is from Catalyst prediction with 721,799 reactions and 888 catalyst types from USPTO. The task is: Predict which catalyst facilitates the given reaction. (1) Reactant: [S:1]1CS[C:2]1=[C:5]([C:16]1[CH:21]=[CH:20][N:19]=[CH:18][CH:17]=1)[C:6]([C:8]1[CH:9]=[C:10]([CH:13]=[CH:14][CH:15]=1)[C:11]#[N:12])=O.O.[NH2:23][NH2:24]. The catalyst class is: 8. Product: [SH:1][C:2]1[NH:24][N:23]=[C:6]([C:8]2[CH:9]=[C:10]([CH:13]=[CH:14][CH:15]=2)[C:11]#[N:12])[C:5]=1[C:16]1[CH:21]=[CH:20][N:19]=[CH:18][CH:17]=1. (2) The catalyst class is: 8. Reactant: [CH:1]1([C:4]2[CH:5]=[C:6]([C:18]3[O:22][CH:21]=[N:20][CH:19]=3)[C:7]3[N:8]([C:10]([C:13]([O:15]CC)=[O:14])=[CH:11][N:12]=3)[CH:9]=2)[CH2:3][CH2:2]1.C1COCC1.[OH-].[Na+].Cl. Product: [CH:1]1([C:4]2[CH:5]=[C:6]([C:18]3[O:22][CH:21]=[N:20][CH:19]=3)[C:7]3[N:8]([C:10]([C:13]([OH:15])=[O:14])=[CH:11][N:12]=3)[CH:9]=2)[CH2:2][CH2:3]1.